This data is from Peptide-MHC class I binding affinity with 185,985 pairs from IEDB/IMGT. The task is: Regression. Given a peptide amino acid sequence and an MHC pseudo amino acid sequence, predict their binding affinity value. This is MHC class I binding data. (1) The peptide sequence is IVWEKKSLV. The MHC is HLA-A02:01 with pseudo-sequence HLA-A02:01. The binding affinity (normalized) is 0.932. (2) The peptide sequence is ARWMISSAL. The MHC is HLA-A30:01 with pseudo-sequence HLA-A30:01. The binding affinity (normalized) is 0.0847. (3) The peptide sequence is FSLPFPFLYKFLL. The MHC is HLA-B58:01 with pseudo-sequence HLA-B58:01. The binding affinity (normalized) is 0.806. (4) The peptide sequence is GMGWLTIGI. The MHC is HLA-A02:01 with pseudo-sequence HLA-A02:01. The binding affinity (normalized) is 0.548. (5) The peptide sequence is IVAQGIAAL. The MHC is HLA-A11:01 with pseudo-sequence HLA-A11:01. The binding affinity (normalized) is 0.0847.